From a dataset of Reaction yield outcomes from USPTO patents with 853,638 reactions. Predict the reaction yield, written as a fraction of the theoretical maximum amount of product (1.0 means a 100% yield; for example, 0.34 means a 34% yield). (1) The reactants are [Br:1][C:2]1[CH:3]=[N:4][N:5]([CH:18]([CH3:20])[CH3:19])[C:6]=1[C:7]1[CH:12]=[C:11]([N+:13]([O-])=O)[CH:10]=[CH:9][C:8]=1[O:16][CH3:17].O.O.Cl[Sn]Cl. The catalyst is C(O)C. The product is [Br:1][C:2]1[CH:3]=[N:4][N:5]([CH:18]([CH3:20])[CH3:19])[C:6]=1[C:7]1[CH:12]=[C:11]([NH2:13])[CH:10]=[CH:9][C:8]=1[O:16][CH3:17]. The yield is 0.850. (2) The reactants are [OH-].[Li+].C[O:4][C:5](=[O:34])[C:6]1[CH:11]=[CH:10][N:9]=[C:8]([NH:12][C:13]2[CH:18]=[CH:17][CH:16]=[C:15]([CH2:19][O:20][C:21]3[CH:26]=[CH:25][C:24]([C:27](=[O:29])[CH3:28])=[C:23]([OH:30])[C:22]=3[CH2:31][CH2:32][CH3:33])[CH:14]=2)[CH:7]=1.O.Cl. The catalyst is O1CCCC1. The product is [C:27]([C:24]1[CH:25]=[CH:26][C:21]([O:20][CH2:19][C:15]2[CH:14]=[C:13]([NH:12][C:8]3[CH:7]=[C:6]([CH:11]=[CH:10][N:9]=3)[C:5]([OH:34])=[O:4])[CH:18]=[CH:17][CH:16]=2)=[C:22]([CH2:31][CH2:32][CH3:33])[C:23]=1[OH:30])(=[O:29])[CH3:28]. The yield is 0.220. (3) The reactants are [NH:1]1[CH2:6][CH2:5][CH:4]([C:7]2[CH:15]=[CH:14][CH:13]=[C:12]3[C:8]=2[CH2:9][C:10](=[O:16])[NH:11]3)[CH2:3][CH2:2]1.[CH3:17][C:18]1[C:22]([C:23]([N:25]2[CH2:30][CH2:29][O:28][CH2:27][CH2:26]2)=[O:24])=[CH:21][NH:20][C:19]=1[CH:31]=O. The catalyst is C(O)C. The product is [CH3:17][C:18]1[C:22]([C:23]([N:25]2[CH2:26][CH2:27][O:28][CH2:29][CH2:30]2)=[O:24])=[CH:21][NH:20][C:19]=1[CH:31]=[C:9]1[C:8]2[C:12](=[CH:13][CH:14]=[CH:15][C:7]=2[CH:4]2[CH2:3][CH2:2][NH:1][CH2:6][CH2:5]2)[NH:11][C:10]1=[O:16]. The yield is 0.320. (4) The reactants are [N:1]1[CH:6]=[CH:5][C:4]([C:7]2[S:8][C:9]3[CH:17]=[CH:16][CH:15]=[CH:14][C:10]=3[C:11](=[O:13])[N:12]=2)=[CH:3][CH:2]=1.ClC1C=CC=C(C(OO)=[O:26])C=1. The catalyst is C(Cl)(Cl)Cl. The product is [N:1]1[CH:6]=[CH:5][C:4]([C:7]2[S:8][C:9]3[CH:17]=[CH:16][CH:15]=[CH:14][C:10]=3[C:11](=[O:13])[N+:12]=2[O-:26])=[CH:3][CH:2]=1. The yield is 0.160. (5) The yield is 0.990. The product is [N:1]([CH2:4][CH2:5][CH:6]([S:11]([OH:14])(=[O:12])=[O:13])[C:7]([OH:9])=[O:8])=[N+:2]=[N-:3]. The catalyst is Cl. The reactants are [N:1]([CH2:4][CH2:5][CH:6]([S:11]([OH:14])(=[O:13])=[O:12])[C:7]([O:9]C)=[O:8])=[N+:2]=[N-:3].